Dataset: Reaction yield outcomes from USPTO patents with 853,638 reactions. Task: Predict the reaction yield, written as a fraction of the theoretical maximum amount of product (1.0 means a 100% yield; for example, 0.34 means a 34% yield). (1) The reactants are [C:1]([O:5][C:6]([N:8]1[CH2:13][CH2:12][CH:11]2[C:14]3[CH:20]=[CH:19][C:18]([O:21][CH3:22])=[CH:17][C:15]=3[O:16][CH:10]2[CH2:9]1)=[O:7])([CH3:4])([CH3:3])[CH3:2].[I:23]Cl.C(#N)C.C(OC(OC(C)(C)C)=O)(OC(C)(C)C)=O. The catalyst is CO.CN(C1C=CN=CC=1)C. The product is [C:1]([O:5][C:6]([N:8]1[CH2:13][CH2:12][CH:11]2[C:14]3[CH:20]=[C:19]([I:23])[C:18]([O:21][CH3:22])=[CH:17][C:15]=3[O:16][CH:10]2[CH2:9]1)=[O:7])([CH3:4])([CH3:3])[CH3:2]. The yield is 0.450. (2) The catalyst is CO. The product is [OH:34][CH2:33][C:32]1[C:31]([N:35]2[CH2:46][CH2:45][C:44]3[C:43]4[CH2:42][C:41]([CH3:48])([CH3:47])[CH2:40][C:39]=4[S:38][C:37]=3[C:36]2=[O:49])=[N:30][CH:29]=[CH:28][C:27]=1[C:4]1[CH:5]=[C:6]([NH:9][C:10]2[CH:15]=[CH:14][C:13]([N:16]3[CH2:21][CH2:20][N:19]([CH:22]4[CH2:25][O:24][CH2:23]4)[CH2:18][C@@H:17]3[CH3:26])=[CH:12][N:11]=2)[C:7](=[O:8])[N:2]([CH3:1])[CH:3]=1. The reactants are [CH3:1][N:2]1[C:7](=[O:8])[C:6]([NH:9][C:10]2[CH:15]=[CH:14][C:13]([N:16]3[CH2:21][CH2:20][N:19]([CH:22]4[CH2:25][O:24][CH2:23]4)[CH2:18][C@@H:17]3[CH3:26])=[CH:12][N:11]=2)=[CH:5][C:4]([C:27]2[C:32]([CH:33]=[O:34])=[C:31]([N:35]3[CH2:46][CH2:45][C:44]4[C:43]5[CH2:42][C:41]([CH3:48])([CH3:47])[CH2:40][C:39]=5[S:38][C:37]=4[C:36]3=[O:49])[N:30]=[CH:29][CH:28]=2)=[CH:3]1.[BH4-].[Na+]. The yield is 0.630.